Dataset: Catalyst prediction with 721,799 reactions and 888 catalyst types from USPTO. Task: Predict which catalyst facilitates the given reaction. (1) Reactant: [Cl:1][C:2]1[CH:11]=[C:10]([O:12][CH3:13])[C:9](B2OC(C)(C)C(C)(C)O2)=[CH:8][C:3]=1[C:4]([O:6][CH3:7])=[O:5].O1CCOCC1.C([O-])([O-])=O.[Na+].[Na+].Br[C:36]1[CH:41]=[CH:40][CH:39]=[CH:38][N:37]=1. Product: [Cl:1][C:2]1[CH:11]=[C:10]([O:12][CH3:13])[C:9]([C:36]2[CH:41]=[CH:40][CH:39]=[CH:38][N:37]=2)=[CH:8][C:3]=1[C:4]([O:6][CH3:7])=[O:5]. The catalyst class is: 140. (2) Reactant: [NH2:1][C:2]1[N:10]=[CH:9][N:8]=[C:7]2[C:3]=1[N:4]=[C:5]([S:35][C:36]1[C:44]([I:45])=[CH:43][C:39]3[O:40][CH2:41][O:42][C:38]=3[CH:37]=1)[N:6]2[CH2:11][CH2:12][CH2:13][NH:14][CH2:15][CH2:16][CH2:17][O:18][CH2:19][CH2:20][O:21][CH2:22][CH2:23][O:24][CH2:25][CH2:26][O:27][CH2:28][CH2:29][O:30][CH2:31][CH2:32][CH2:33][NH2:34].[CH:46]1[C:51]([N:52]=[C:53]=[S:54])=[CH:50][C:49]2[C:55]([O:57][C:58]3([C:68]4[CH:69]=[CH:70][C:71]([OH:73])=[CH:72][C:67]=4[O:66][C:60]4[CH:61]=[C:62]([OH:65])[CH:63]=[CH:64][C:59]3=4)[C:48]=2[CH:47]=1)=[O:56].CS(C)=O.CCN(C(C)C)C(C)C. Product: [NH2:1][C:2]1[N:10]=[CH:9][N:8]=[C:7]2[C:3]=1[N:4]=[C:5]([S:35][C:36]1[C:44]([I:45])=[CH:43][C:39]3[O:40][CH2:41][O:42][C:38]=3[CH:37]=1)[N:6]2[CH2:11][CH2:12][CH2:13][NH:14][CH2:15][CH2:16][CH2:17][O:18][CH2:19][CH2:20][O:21][CH2:22][CH2:23][O:24][CH2:25][CH2:26][O:27][CH2:28][CH2:29][O:30][CH2:31][CH2:32][CH2:33][NH:34][C:53]([NH:52][C:51]1[CH:50]=[C:49]2[C:48](=[CH:47][CH:46]=1)[C:58]1([C:59]3[CH:64]=[CH:63][C:62]([OH:65])=[CH:61][C:60]=3[O:66][C:67]3[C:68]1=[CH:69][CH:70]=[C:71]([OH:73])[CH:72]=3)[O:57][C:55]2=[O:56])=[S:54]. The catalyst class is: 8. (3) Reactant: Cl.[F:2][C:3]([F:16])([F:15])[C:4]1[NH:5][C:6]2[C:11]([CH:12]=1)=[CH:10][C:9]([CH2:13][NH2:14])=[CH:8][CH:7]=2.[Br:17][C:18]1[N:23]=[CH:22][C:21]([C:24](O)=[O:25])=[CH:20][CH:19]=1.C(Cl)CCl.C1C=CC2N(O)N=NC=2C=1.CCN(C(C)C)C(C)C.C([O-])(O)=O.[Na+]. Product: [Br:17][C:18]1[N:23]=[CH:22][C:21]([C:24]([NH:14][CH2:13][C:9]2[CH:10]=[C:11]3[C:6](=[CH:7][CH:8]=2)[NH:5][C:4]([C:3]([F:2])([F:15])[F:16])=[CH:12]3)=[O:25])=[CH:20][CH:19]=1. The catalyst class is: 2. (4) Reactant: [CH2:1]([O:8][NH:9][C@H:10]1[CH2:15][NH:14][C@H:13]([C:16]([NH2:18])=[O:17])[CH2:12][CH2:11]1)[C:2]1[CH:7]=[CH:6][CH:5]=[CH:4][CH:3]=1.[C:19](=O)([O-])[O-:20].[K+].[K+].ClC(Cl)(OC(=O)OC(Cl)(Cl)Cl)Cl. Product: [O:20]=[C:19]1[N:14]2[CH2:15][CH:10]([CH2:11][CH2:12][CH:13]2[C:16]([NH2:18])=[O:17])[N:9]1[O:8][CH2:1][C:2]1[CH:3]=[CH:4][CH:5]=[CH:6][CH:7]=1. The catalyst class is: 4. (5) Reactant: [C:1]([O:5][C:6]([N:8]1[CH2:13][CH2:12][CH:11]([C:14](=[O:23])[NH:15][C:16]2[CH:21]=[CH:20][CH:19]=[CH:18][C:17]=2[Br:22])[CH2:10][CH2:9]1)=[O:7])([CH3:4])([CH3:3])[CH3:2].[H-].[Na+].[CH2:26](Br)[C:27]1[CH:32]=[CH:31][CH:30]=[CH:29][CH:28]=1. Product: [C:1]([O:5][C:6]([N:8]1[CH2:13][CH2:12][CH:11]([C:14](=[O:23])[N:15]([CH2:26][C:27]2[CH:32]=[CH:31][CH:30]=[CH:29][CH:28]=2)[C:16]2[CH:21]=[CH:20][CH:19]=[CH:18][C:17]=2[Br:22])[CH2:10][CH2:9]1)=[O:7])([CH3:4])([CH3:2])[CH3:3]. The catalyst class is: 3.